This data is from Catalyst prediction with 721,799 reactions and 888 catalyst types from USPTO. The task is: Predict which catalyst facilitates the given reaction. (1) The catalyst class is: 7. Product: [CH:17]([C:20]1[CH:25]=[CH:24][C:23]([CH:26]2[C:10]3[CH:9]=[C:8]([OH:15])[CH:7]=[CH:12][C:11]=3[O:13][C:27]2([CH3:29])[CH3:28])=[CH:22][CH:21]=1)([CH3:19])[CH3:18]. Reactant: C([Li])CCC.Br[C:7]1[CH:12]=[C:11]([O:13]C)[CH:10]=[CH:9][C:8]=1[O:15]C.[CH:17]([C:20]1[CH:25]=[CH:24][C:23]([C:26](=O)[CH:27]([CH3:29])[CH3:28])=[CH:22][CH:21]=1)([CH3:19])[CH3:18].O. (2) Reactant: [N:1]([C:4]([C:7]1[CH:12]=[CH:11][CH:10]=[C:9]([C:13]([CH3:15])=[CH2:14])[CH:8]=1)([CH3:6])[CH3:5])=C=O.[OH-].[K+]. Product: [C:13]([C:9]1[CH:8]=[C:7]([C:4]([NH2:1])([CH3:6])[CH3:5])[CH:12]=[CH:11][CH:10]=1)([CH3:15])=[CH2:14]. The catalyst class is: 218. (3) Reactant: [Br:1][C:2]1[C:7]([C:8](OC)=[O:9])=[CH:6][C:5]([C:12]([F:15])([F:14])[F:13])=[CH:4][N:3]=1.[H-].C([Al+]CC(C)C)C(C)C. Product: [Br:1][C:2]1[C:7]([CH2:8][OH:9])=[CH:6][C:5]([C:12]([F:13])([F:14])[F:15])=[CH:4][N:3]=1. The catalyst class is: 1. (4) Reactant: Cl[C:2]1[CH:7]=[C:6]([C:8]2[CH:13]=[CH:12][C:11]([O:14][C:15]([F:18])([F:17])[F:16])=[CH:10][CH:9]=2)[N:5]=[CH:4][N:3]=1.[CH:19]([C:21]1[CH:26]=[CH:25][C:24](B(O)O)=[CH:23][CH:22]=1)=[O:20]. Product: [F:16][C:15]([F:18])([F:17])[O:14][C:11]1[CH:12]=[CH:13][C:8]([C:6]2[N:5]=[CH:4][N:3]=[C:2]([C:24]3[CH:25]=[CH:26][C:21]([CH:19]=[O:20])=[CH:22][CH:23]=3)[CH:7]=2)=[CH:9][CH:10]=1. The catalyst class is: 45. (5) Reactant: [F:1][CH2:2][CH2:3][N:4]1[C:8]([C:9]([O:11]CC)=[O:10])=[CH:7][CH:6]=[N:5]1.[OH-].[Na+]. Product: [F:1][CH2:2][CH2:3][N:4]1[C:8]([C:9]([OH:11])=[O:10])=[CH:7][CH:6]=[N:5]1. The catalyst class is: 5. (6) Reactant: [Br:1][C:2]1[C:3](=[O:29])[N:4]([C:19]2[CH:27]=[CH:26][C:22]([C:23](O)=[O:24])=[CH:21][C:20]=2[Cl:28])[C:5]([CH3:18])=[CH:6][C:7]=1[O:8][CH2:9][C:10]1[CH:15]=[CH:14][C:13]([F:16])=[CH:12][C:11]=1[F:17].ClC1N=C(OC)N=C(OC)[N:32]=1.CN1CCOCC1.[NH4+].[OH-]. Product: [Br:1][C:2]1[C:3](=[O:29])[N:4]([C:19]2[CH:27]=[CH:26][C:22]([C:23]([NH2:32])=[O:24])=[CH:21][C:20]=2[Cl:28])[C:5]([CH3:18])=[CH:6][C:7]=1[O:8][CH2:9][C:10]1[CH:15]=[CH:14][C:13]([F:16])=[CH:12][C:11]=1[F:17]. The catalyst class is: 20. (7) Reactant: Cl[C:2]([O:4][C:5]1[CH:10]=[CH:9][C:8]([N+:11]([O-:13])=[O:12])=[CH:7][CH:6]=1)=[O:3].[Si:14]([O:21][CH2:22][CH2:23][CH2:24][CH2:25][OH:26])([C:17]([CH3:20])([CH3:19])[CH3:18])([CH3:16])[CH3:15].C(N(CC)CC)C.C(=O)([O-])O.[Na+]. Product: [C:2](=[O:3])([O:4][C:5]1[CH:6]=[CH:7][C:8]([N+:11]([O-:13])=[O:12])=[CH:9][CH:10]=1)[O:26][CH2:25][CH2:24][CH2:23][CH2:22][O:21][Si:14]([C:17]([CH3:19])([CH3:20])[CH3:18])([CH3:16])[CH3:15]. The catalyst class is: 4. (8) Reactant: [Cl:1][C:2]1[CH:8]=[C:7]([O:9][C:10]2[C:19]3[C:14](=[CH:15][C:16]([O:22][CH3:23])=[C:17]([O:20][CH3:21])[CH:18]=3)[N:13]=[CH:12][CH:11]=2)[CH:6]=[CH:5][C:3]=1[NH2:4].C(O)C.[Cl:27][C:28]1[CH:33]=[CH:32][C:31]([C:34]([N:36]=[C:37]=[S:38])=[O:35])=[CH:30][CH:29]=1. Product: [Cl:27][C:28]1[CH:33]=[CH:32][C:31]([C:34]([NH:36][C:37]([NH:4][C:3]2[CH:5]=[CH:6][C:7]([O:9][C:10]3[C:19]4[C:14](=[CH:15][C:16]([O:22][CH3:23])=[C:17]([O:20][CH3:21])[CH:18]=4)[N:13]=[CH:12][CH:11]=3)=[CH:8][C:2]=2[Cl:1])=[S:38])=[O:35])=[CH:30][CH:29]=1. The catalyst class is: 11. (9) Reactant: [Cl:1][C:2]1[CH:3]=[C:4]([CH:15]=[CH:16][CH:17]=1)[O:5][C:6]1[CH:11]=[CH:10][C:9]([CH2:12][CH2:13][NH2:14])=[CH:8][CH:7]=1.[CH2:18]([O:25][C:26]1[CH:27]=[CH:28][C:29]([C@@H:37]([O:40][Si:41]([C:44]([CH3:47])([CH3:46])[CH3:45])([CH3:43])[CH3:42])[CH2:38]Br)=[C:30]2[C:35]=1[NH:34][C:33](=[O:36])[CH:32]=[CH:31]2)[C:19]1[CH:24]=[CH:23][CH:22]=[CH:21][CH:20]=1.[I-].[Na+].C(=O)([O-])[O-].[K+].[K+]. Product: [CH2:18]([O:25][C:26]1[CH:27]=[CH:28][C:29]([C@@H:37]([O:40][Si:41]([C:44]([CH3:45])([CH3:47])[CH3:46])([CH3:43])[CH3:42])[CH2:38][NH:14][CH2:13][CH2:12][C:9]2[CH:10]=[CH:11][C:6]([O:5][C:4]3[CH:15]=[CH:16][CH:17]=[C:2]([Cl:1])[CH:3]=3)=[CH:7][CH:8]=2)=[C:30]2[C:35]=1[NH:34][C:33](=[O:36])[CH:32]=[CH:31]2)[C:19]1[CH:20]=[CH:21][CH:22]=[CH:23][CH:24]=1. The catalyst class is: 633. (10) Reactant: [CH3:1][C:2]1([CH3:17])[CH2:7][C:6](=[O:8])[CH:5]([C:9](=O)[CH2:10][O:11][C:12](=[O:14])[CH3:13])[C:4](=O)[CH2:3]1.[NH:18]([C:20]1[CH:27]=[CH:26][C:23]([C:24]#[N:25])=[C:22]([NH:28][CH:29]2[CH2:34][CH2:33][CH:32]([OH:35])[CH2:31][CH2:30]2)[CH:21]=1)[NH2:19].C([O-])(=O)C.[Na+]. Product: [C:24]([C:23]1[CH:26]=[CH:27][C:20]([N:18]2[C:4]3[CH2:3][C:2]([CH3:1])([CH3:17])[CH2:7][C:6](=[O:8])[C:5]=3[C:9]([CH2:10][O:11][C:12](=[O:14])[CH3:13])=[N:19]2)=[CH:21][C:22]=1[NH:28][CH:29]1[CH2:34][CH2:33][CH:32]([OH:35])[CH2:31][CH2:30]1)#[N:25]. The catalyst class is: 5.